This data is from Forward reaction prediction with 1.9M reactions from USPTO patents (1976-2016). The task is: Predict the product of the given reaction. Given the reactants [CH2:1]([N:5]1[C:13]2[C:12](=[O:14])[N:11]([CH3:15])[C:10](=[O:16])[N:9]([CH3:17])[C:8]=2[N:7]=[C:6]1[N:18]1[CH2:23][CH2:22][N:21](C(OC(C)(C)C)=O)[CH2:20][CH2:19]1)[C:2]#[C:3][CH3:4], predict the reaction product. The product is: [CH2:1]([N:5]1[C:13]2[C:12](=[O:14])[N:11]([CH3:15])[C:10](=[O:16])[N:9]([CH3:17])[C:8]=2[N:7]=[C:6]1[N:18]1[CH2:19][CH2:20][NH:21][CH2:22][CH2:23]1)[C:2]#[C:3][CH3:4].